Dataset: Full USPTO retrosynthesis dataset with 1.9M reactions from patents (1976-2016). Task: Predict the reactants needed to synthesize the given product. (1) Given the product [CH:22]1([N:21]2[C:14]3[N:15]([C:16](=[O:18])[N:17]=[C:12]([O:10][CH2:9][C:4]4[CH:5]=[CH:6][C:7]([F:8])=[C:2]([F:1])[CH:3]=4)[CH:13]=3)[CH2:19][CH2:20]2)[CH2:24][CH2:23]1, predict the reactants needed to synthesize it. The reactants are: [F:1][C:2]1[CH:3]=[C:4]([CH2:9][OH:10])[CH:5]=[CH:6][C:7]=1[F:8].Cl[C:12]1[CH:13]=[C:14]2[N:21]([CH:22]3[CH2:24][CH2:23]3)[CH2:20][CH2:19][N:15]2[C:16](=[O:18])[N:17]=1. (2) Given the product [Br:7][C:6]1[N:5]=[C:4]([C:16](=[O:24])[CH2:17][C:18]2[CH:19]=[CH:20][CH:21]=[CH:22][CH:23]=2)[NH:3][C:2]=1[Br:1], predict the reactants needed to synthesize it. The reactants are: [Br:1][C:2]1[N:3]=[C:4]([C:16](=[O:24])[CH2:17][C:18]2[CH:23]=[CH:22][CH:21]=[CH:20][CH:19]=2)[N:5](COCC[Si](C)(C)C)[C:6]=1[Br:7].C(O)C.Cl. (3) The reactants are: Cl[C:2]1[C:3]2[CH:10]=[C:9]([C:11]([O:13][CH2:14][CH3:15])=[O:12])[S:8][C:4]=2[N:5]=[CH:6][N:7]=1.C(=O)([O-])[O-].[K+].[K+].[CH2:22]([NH2:30])[CH2:23][C:24]1[CH:29]=[CH:28][CH:27]=[CH:26][CH:25]=1. Given the product [CH2:22]([NH:30][C:2]1[C:3]2[CH:10]=[C:9]([C:11]([O:13][CH2:14][CH3:15])=[O:12])[S:8][C:4]=2[N:5]=[CH:6][N:7]=1)[CH2:23][C:24]1[CH:29]=[CH:28][CH:27]=[CH:26][CH:25]=1, predict the reactants needed to synthesize it. (4) Given the product [F:25][C:2]([F:1])([F:24])[C:3]1[CH:8]=[CH:7][C:6]([CH:9]2[N:18]([C:19]([O:21][CH2:22][CH3:23])=[O:20])[CH2:17][CH2:16][C:15]3[N:14]=[CH:13][CH:12]=[CH:11][C:10]2=3)=[CH:5][CH:4]=1, predict the reactants needed to synthesize it. The reactants are: [F:1][C:2]([F:25])([F:24])[C:3]1[CH:8]=[CH:7][C:6]([CH:9]2[N:18]([C:19]([O:21][CH2:22][CH3:23])=[O:20])[CH:17]=[CH:16][C:15]3[N:14]=[CH:13][CH:12]=[CH:11][C:10]2=3)=[CH:5][CH:4]=1. (5) Given the product [CH3:11][C:8]([C:5]1[CH:6]=[CH:7][C:2]([CH:21]=[O:22])=[CH:3][CH:4]=1)([CH3:12])[CH2:9][CH3:10], predict the reactants needed to synthesize it. The reactants are: Br[C:2]1[CH:7]=[CH:6][C:5]([C:8]([CH3:12])([CH3:11])[CH2:9][CH3:10])=[CH:4][CH:3]=1.[Li]CCCC.CN([CH:21]=[O:22])C. (6) Given the product [F:25][C:26]([F:28])([F:27])[C:53]([C:13]1([O:17][CH2:18][C:19]2[CH:20]=[CH:21][CH:22]=[CH:23][CH:24]=2)[CH:14]=[CH:15][CH:16]=[C:11]([C:7]2[CH:6]=[CH:5][CH:10]=[CH:9][CH:8]=2)[CH2:12]1)=[O:54], predict the reactants needed to synthesize it. The reactants are: COC([C:5]1[CH:6]=[C:7]([C:11]2[CH:16]=[CH:15][CH:14]=[C:13]([O:17][CH2:18][C:19]3[CH:24]=[CH:23][CH:22]=[CH:21][CH:20]=3)[CH:12]=2)[CH:8]=[CH:9][CH:10]=1)=O.[F:25][C:26]([Si](C)(C)C)([F:28])[F:27].[F-].C([N+](CCCC)(CCCC)CCCC)CCC.C1C[O:54][CH2:53]C1. (7) Given the product [CH:31]1([CH2:30][O:29][C:16]2[CH:15]=[C:14]([S:13][C:10]3[CH:11]=[CH:12][C:7]([O:6][CH2:5][C:4]([OH:37])=[O:3])=[C:8]([CH3:36])[CH:9]=3)[CH:19]=[C:18]([C:20]#[C:21][CH2:22][N:23]3[CH2:24][CH2:25][O:26][CH2:27][CH2:28]3)[CH:17]=2)[CH2:35][CH2:34][CH2:33][CH2:32]1, predict the reactants needed to synthesize it. The reactants are: C([O:3][C:4](=[O:37])[CH2:5][O:6][C:7]1[CH:12]=[CH:11][C:10]([S:13][C:14]2[CH:19]=[C:18]([C:20]#[C:21][CH2:22][N:23]3[CH2:28][CH2:27][O:26][CH2:25][CH2:24]3)[CH:17]=[C:16]([O:29][CH2:30][CH:31]3[CH2:35][CH2:34][CH2:33][CH2:32]3)[CH:15]=2)=[CH:9][C:8]=1[CH3:36])C.[OH-].[Na+].Cl.